This data is from Full USPTO retrosynthesis dataset with 1.9M reactions from patents (1976-2016). The task is: Predict the reactants needed to synthesize the given product. (1) Given the product [FH:60].[FH:60].[OH:1][C:2]([C:50]1[S:51][CH:52]=[CH:53][CH:54]=1)([C:55]1[S:56][CH:57]=[CH:58][CH:59]=1)[C:3]([O:5][C@H:6]1[CH2:11][CH2:10][C@H:9]([N:12]([CH2:14][CH2:15][CH2:16][N:17]2[C:21]3[CH:22]=[CH:23][C:24]([CH2:26][NH:27][CH2:28][C@H:29]([OH:42])[C:30]4[CH:39]=[CH:38][C:37]([OH:40])=[C:36]5[C:31]=4[CH:32]=[CH:33][C:34](=[O:41])[NH:35]5)=[CH:25][C:20]=3[N:19]=[N:18]2)[CH3:13])[CH2:8][CH2:7]1)=[O:4], predict the reactants needed to synthesize it. The reactants are: [OH:1][C:2]([C:55]1[S:56][CH:57]=[CH:58][CH:59]=1)([C:50]1[S:51][CH:52]=[CH:53][CH:54]=1)[C:3]([O:5][C@H:6]1[CH2:11][CH2:10][C@H:9]([N:12]([CH2:14][CH2:15][CH2:16][N:17]2[C:21]3[CH:22]=[CH:23][C:24]([CH2:26][NH:27][CH2:28][C@H:29]([O:42][Si](C(C)(C)C)(C)C)[C:30]4[CH:39]=[CH:38][C:37]([OH:40])=[C:36]5[C:31]=4[CH:32]=[CH:33][C:34](=[O:41])[NH:35]5)=[CH:25][C:20]=3[N:19]=[N:18]2)[CH3:13])[CH2:8][CH2:7]1)=[O:4].[FH:60].F.F.C(N(CC)CC)C.C(#N)C. (2) Given the product [Cl:34][C:32]1[CH:31]=[CH:30][C:29]([CH:35]2[CH2:38][CH2:37][N:36]2[C:39]([O:41][CH2:42][C:43]([Cl:45])([Cl:46])[Cl:44])=[O:40])=[C:28]([CH2:27][NH:26][C:20](=[O:21])[C@@H:19]2[CH2:23][CH2:24][CH2:25][NH:18]2)[CH:33]=1, predict the reactants needed to synthesize it. The reactants are: C([N:18]1[CH2:25][CH2:24][CH2:23][C@H:19]1[C:20](O)=[O:21])(OCC1C2C(=CC=CC=2)C2C1=CC=CC=2)=O.[NH2:26][CH2:27][C:28]1[CH:33]=[C:32]([Cl:34])[CH:31]=[CH:30][C:29]=1[CH:35]1[CH2:38][CH2:37][N:36]1[C:39]([O:41][CH2:42][C:43]([Cl:46])([Cl:45])[Cl:44])=[O:40].C(Cl)CCl.C1C=NC2N(O)N=NC=2C=1. (3) Given the product [C:1]([O:5][C:6]([N:8]1[CH2:13][CH2:12][CH:11]([C:14]2[N:18]([C:19]3[CH:24]=[CH:23][C:22]([CH:25]([CH3:26])[CH3:27])=[CH:21][CH:20]=3)[N:17]=[CH:16][C:15]=2[C:28](=[O:29])[NH:50][C:49]2[CH:51]=[C:52]([CH3:54])[CH:53]=[C:47]([CH3:46])[CH:48]=2)[CH2:10][CH2:9]1)=[O:7])([CH3:3])([CH3:2])[CH3:4], predict the reactants needed to synthesize it. The reactants are: [C:1]([O:5][C:6]([N:8]1[CH2:13][CH2:12][CH:11]([C:14]2[N:18]([C:19]3[CH:24]=[CH:23][C:22]([CH:25]([CH3:27])[CH3:26])=[CH:21][CH:20]=3)[N:17]=[CH:16][C:15]=2[C:28](O)=[O:29])[CH2:10][CH2:9]1)=[O:7])([CH3:4])([CH3:3])[CH3:2].C1CCC(N=C=NC2CCCCC2)CC1.[CH3:46][C:47]1[CH:48]=[C:49]([CH:51]=[C:52]([CH3:54])[CH:53]=1)[NH2:50]. (4) Given the product [C:25]([CH2:28][O:29][N:30]=[CH:19][C:4]1[C:3]([S:21]([CH3:23])=[O:22])=[C:2]([NH2:1])[N:6]([C:7]2[C:12]([Cl:13])=[CH:11][C:10]([C:14]([F:15])([F:17])[F:16])=[CH:9][C:8]=2[Cl:18])[N:5]=1)([OH:27])=[O:26], predict the reactants needed to synthesize it. The reactants are: [NH2:1][C:2]1[N:6]([C:7]2[C:12]([Cl:13])=[CH:11][C:10]([C:14]([F:17])([F:16])[F:15])=[CH:9][C:8]=2[Cl:18])[N:5]=[C:4]([CH:19]=O)[C:3]=1[S:21]([CH3:23])=[O:22].Cl.[C:25]([CH2:28][O:29][NH2:30])([OH:27])=[O:26].[C:25]([CH2:28][O:29][NH2:30])([OH:27])=[O:26]. (5) The reactants are: [Cl:1][C:2]1[CH:17]=[C:16]([NH:18][C:19]2[N:24]=[C:23]([O:25][C:26]3[CH:34]=[CH:33][CH:32]=[C:31]4[C:27]=3[C:28](=[O:36])[N:29]([CH3:35])[CH2:30]4)[C:22]([Cl:37])=[CH:21][N:20]=2)[C:15]([O:38][CH3:39])=[CH:14][C:3]=1[C:4]([O:6]CC1C=CC=CC=1)=[O:5]. Given the product [Cl:1][C:2]1[CH:17]=[C:16]([NH:18][C:19]2[N:24]=[C:23]([O:25][C:26]3[CH:34]=[CH:33][CH:32]=[C:31]4[C:27]=3[C:28](=[O:36])[N:29]([CH3:35])[CH2:30]4)[C:22]([Cl:37])=[CH:21][N:20]=2)[C:15]([O:38][CH3:39])=[CH:14][C:3]=1[C:4]([OH:6])=[O:5], predict the reactants needed to synthesize it. (6) Given the product [NH:8]1[C:4]2=[N:5][CH:6]=[CH:7][C:2]([C:16]3[CH:17]=[CH:18][CH:19]=[CH:20][C:15]=3[NH:14][C:11](=[O:13])[CH3:12])=[C:3]2[CH:10]=[CH:9]1, predict the reactants needed to synthesize it. The reactants are: Br[C:2]1[CH:7]=[CH:6][N:5]=[C:4]2[NH:8][CH:9]=[CH:10][C:3]=12.[C:11]([NH:14][C:15]1[CH:20]=[CH:19][CH:18]=[CH:17][C:16]=1B(O)O)(=[O:13])[CH3:12].C([O-])([O-])=O.[Na+].[Na+].O.